Dataset: Catalyst prediction with 721,799 reactions and 888 catalyst types from USPTO. Task: Predict which catalyst facilitates the given reaction. (1) Reactant: [OH-].[K+].[C:3]([O:7][C:8](=[O:20])[CH2:9][C@H:10]1[CH2:15][CH2:14][C@H:13]([C:16]([O:18]C)=[O:17])[CH2:12][CH2:11]1)([CH3:6])([CH3:5])[CH3:4].Cl. Product: [C:3]([O:7][C:8](=[O:20])[CH2:9][C@H:10]1[CH2:11][CH2:12][C@H:13]([C:16]([OH:18])=[O:17])[CH2:14][CH2:15]1)([CH3:6])([CH3:4])[CH3:5]. The catalyst class is: 24. (2) Reactant: C(N(CC)CC)C.[CH3:8][C@@:9]12[C:15]([CH3:17])([CH3:16])[C@@H:12]([CH2:13][CH2:14]1)[CH:11]([C:18](Cl)=[O:19])[C:10]2=[O:21].[C:22]([O:26][C:27]([NH:29][NH:30][C:31]1[CH:36]=[CH:35][CH:34]=[CH:33][C:32]=1[Cl:37])=[O:28])([CH3:25])([CH3:24])[CH3:23]. Product: [C:22]([O:26][C:27]([NH:29][N:30]([C:31]1[CH:36]=[CH:35][CH:34]=[CH:33][C:32]=1[Cl:37])[C:18]([CH:11]1[C:10](=[O:21])[C@:9]2([CH3:8])[C:15]([CH3:17])([CH3:16])[C@H:12]1[CH2:13][CH2:14]2)=[O:19])=[O:28])([CH3:25])([CH3:23])[CH3:24]. The catalyst class is: 4. (3) Reactant: [Cl-].[Sc+3:2].[Cl-].[Cl-].[CH3:5][N:6]([CH:8]([Li])[C:9]1[CH:14]=[CH:13][CH:12]=[CH:11][CH:10]=1)[CH3:7]. Product: [CH3:5][N:6]([CH:8]([Sc:2]([CH:8]([N:6]([CH3:7])[CH3:5])[C:9]1[CH:14]=[CH:13][CH:12]=[CH:11][CH:10]=1)[CH:8]([N:6]([CH3:7])[CH3:5])[C:9]1[CH:14]=[CH:13][CH:12]=[CH:11][CH:10]=1)[C:9]1[CH:14]=[CH:13][CH:12]=[CH:11][CH:10]=1)[CH3:7]. The catalyst class is: 7. (4) The catalyst class is: 9. Product: [F:7][C:8]1[CH:32]=[CH:31][CH:30]=[CH:29][C:9]=1[O:10][C:11]1[N:16]=[CH:15][C:14]2[N:17]=[C:18]([C:20]3[CH:21]=[C:22]([CH3:28])[C:23]([O:27][CH2:34][C:35]([O:37][C:38]([CH3:41])([CH3:40])[CH3:39])=[O:36])=[C:24]([CH3:26])[CH:25]=3)[O:19][C:13]=2[CH:12]=1. Reactant: C(=O)([O-])[O-].[K+].[K+].[F:7][C:8]1[CH:32]=[CH:31][CH:30]=[CH:29][C:9]=1[O:10][C:11]1[N:16]=[CH:15][C:14]2[N:17]=[C:18]([C:20]3[CH:25]=[C:24]([CH3:26])[C:23]([OH:27])=[C:22]([CH3:28])[CH:21]=3)[O:19][C:13]=2[CH:12]=1.Br[CH2:34][C:35]([O:37][C:38]([CH3:41])([CH3:40])[CH3:39])=[O:36].O. (5) Reactant: [Cl:1][C:2]1[CH:22]=[CH:21][C:5]([CH2:6][NH:7][C:8]([C:10]2[C:11]([OH:20])=[C:12]3[CH:18]=[C:17](I)[S:16][C:13]3=[N:14][CH:15]=2)=[O:9])=[CH:4][CH:3]=1.C(N(CC)CC)C.[NH:30]1[CH2:35][CH2:34][O:33][CH2:32][CH2:31]1.C1C=CC(P(C2C=CC=CC=2)CCCP(C2C=CC=CC=2)C2C=CC=CC=2)=CC=1.CN([CH:68]=[O:69])C. Product: [Cl:1][C:2]1[CH:22]=[CH:21][C:5]([CH2:6][NH:7][C:8]([C:10]2[C:11]([OH:20])=[C:12]3[CH:18]=[C:17]([C:68]([N:30]4[CH2:35][CH2:34][O:33][CH2:32][CH2:31]4)=[O:69])[S:16][C:13]3=[N:14][CH:15]=2)=[O:9])=[CH:4][CH:3]=1. The catalyst class is: 318. (6) Reactant: [C:1]([C:4]1[CH:9]=[C:8]([Cl:10])[N:7]=[CH:6][C:5]=1[N:11](S(C1C=CC([N+]([O-])=O)=CC=1)(=O)=O)[S:12]([C:15]1[CH:20]=[CH:19][C:18]([N+:21]([O-:23])=[O:22])=[CH:17][CH:16]=1)(=[O:14])=[O:13])(=[O:3])[CH3:2].[Li+].[OH-].Cl. Product: [C:1]([C:4]1[CH:9]=[C:8]([Cl:10])[N:7]=[CH:6][C:5]=1[NH:11][S:12]([C:15]1[CH:20]=[CH:19][C:18]([N+:21]([O-:23])=[O:22])=[CH:17][CH:16]=1)(=[O:13])=[O:14])(=[O:3])[CH3:2]. The catalyst class is: 36.